From a dataset of Retrosynthesis with 50K atom-mapped reactions and 10 reaction types from USPTO. Predict the reactants needed to synthesize the given product. Given the product COc1cccc(-c2c(C(=O)NCCO)[nH]c3ccc(NS(=O)(=O)c4ccc(C(C)(C)C)cc4)cc23)c1, predict the reactants needed to synthesize it. The reactants are: COc1cccc(-c2c(C(=O)O)[nH]c3ccc(NS(=O)(=O)c4ccc(C(C)(C)C)cc4)cc23)c1.NCCO.